Predict the product of the given reaction. From a dataset of Forward reaction prediction with 1.9M reactions from USPTO patents (1976-2016). (1) Given the reactants [Br:1][C:2]1[CH:7]=[CH:6][C:5]([CH:8]([C:19]2[CH:24]=[CH:23][CH:22]=[CH:21][N:20]=2)[O:9][CH:10]([CH2:15][CH:16]([CH3:18])[CH3:17])[C:11]([O:13]C)=[O:12])=[CH:4][CH:3]=1.[OH-].[K+:26], predict the reaction product. The product is: [K+:26].[Br:1][C:2]1[CH:3]=[CH:4][C:5]([CH:8]([C:19]2[CH:24]=[CH:23][CH:22]=[CH:21][N:20]=2)[O:9][CH:10]([CH2:15][CH:16]([CH3:18])[CH3:17])[C:11]([O-:13])=[O:12])=[CH:6][CH:7]=1. (2) The product is: [ClH:30].[ClH:1].[CH2:3]([N:10]1[CH2:15][CH2:14][N:13]([CH:17]([C:18]([C:20]2[CH:29]=[CH:28][C:27]3[C:22](=[CH:23][CH:24]=[C:25]([O:31][CH3:32])[C:26]=3[Cl:30])[CH:21]=2)=[O:19])[CH3:33])[CH2:12][CH2:11]1)[C:4]1[CH:5]=[CH:6][CH:7]=[CH:8][CH:9]=1. Given the reactants [ClH:1].Cl.[CH2:3]([N:10]1[CH2:15][CH2:14][NH:13][CH2:12][CH2:11]1)[C:4]1[CH:9]=[CH:8][CH:7]=[CH:6][CH:5]=1.Br[CH:17]([CH3:33])[C:18]([C:20]1[CH:29]=[CH:28][C:27]2[C:22](=[CH:23][CH:24]=[C:25]([O:31][CH3:32])[C:26]=2[Cl:30])[CH:21]=1)=[O:19].C(N(CC)CC)C, predict the reaction product. (3) Given the reactants C(N1CCCC[C@@H]1CO)C1C=CC=CC=1.[CH2:16]([O:23][C:24]([N:26]1[CH2:31][CH2:30][CH2:29][CH2:28][C@@H:27]1[C:32](O)=[O:33])=[O:25])[C:17]1[CH:22]=[CH:21][CH:20]=[CH:19][CH:18]=1, predict the reaction product. The product is: [OH:33][CH2:32][C@H:27]1[CH2:28][CH2:29][CH2:30][CH2:31][N:26]1[C:24]([O:23][CH2:16][C:17]1[CH:18]=[CH:19][CH:20]=[CH:21][CH:22]=1)=[O:25]. (4) Given the reactants [CH3:1][O:2][C:3](=[O:25])[C:4]1[CH:9]=[C:8]([O:10][CH3:11])[C:7]([CH3:12])=[C:6]([O:13][CH3:14])[C:5]=1[O:15][C:16]1[CH:21]=[C:20]([CH3:22])[CH:19]=[C:18]([O:23][CH3:24])[CH:17]=1.[CH3:26][O:27]C(Cl)Cl, predict the reaction product. The product is: [CH3:1][O:2][C:3](=[O:25])[C:4]1[CH:9]=[C:8]([O:10][CH3:11])[C:7]([CH3:12])=[C:6]([O:13][CH3:14])[C:5]=1[O:15][C:16]1[CH:17]=[C:18]([O:23][CH3:24])[CH:19]=[C:20]([CH3:22])[C:21]=1[CH:26]=[O:27].